This data is from Forward reaction prediction with 1.9M reactions from USPTO patents (1976-2016). The task is: Predict the product of the given reaction. (1) Given the reactants C([O:4][C:5]1[CH:10]=[CH:9][C:8]([CH:11]2[CH2:16][CH2:15][N:14]([C:17]([O:19][CH2:20][C:21]3[CH:26]=[CH:25][CH:24]=[CH:23][CH:22]=3)=[O:18])[CH2:13][CH:12]2[O:27][CH2:28][C:29]2[CH:30]=[CH:31][C:32]3[O:37][CH2:36][C:35](=[O:38])[N:34]([CH2:39][CH2:40][CH2:41][O:42][CH3:43])[C:33]=3[CH:44]=2)=[CH:7][CH:6]=1)C=C.C(=O)([O-])[O-].[K+].[K+], predict the reaction product. The product is: [OH:4][C:5]1[CH:10]=[CH:9][C:8]([CH:11]2[CH2:16][CH2:15][N:14]([C:17]([O:19][CH2:20][C:21]3[CH:22]=[CH:23][CH:24]=[CH:25][CH:26]=3)=[O:18])[CH2:13][CH:12]2[O:27][CH2:28][C:29]2[CH:30]=[CH:31][C:32]3[O:37][CH2:36][C:35](=[O:38])[N:34]([CH2:39][CH2:40][CH2:41][O:42][CH3:43])[C:33]=3[CH:44]=2)=[CH:7][CH:6]=1. (2) The product is: [Cl:3][C:4]1[C:12]2[N:11]=[C:10]3[N:13]([C:17]4[CH:22]=[CH:21][C:20]([Cl:23])=[CH:19][C:18]=4[Cl:24])[CH2:14][CH2:15][CH2:16][N:9]3[C:8]=2[C:7]([CH2:25][OH:26])=[CH:6][CH:5]=1. Given the reactants [BH4-].[Li+].[Cl:3][C:4]1[CH:5]=[CH:6][C:7]([C:25](OC)=[O:26])=[C:8]2[C:12]=1[N:11]=[C:10]1[N:13]([C:17]3[CH:22]=[CH:21][C:20]([Cl:23])=[CH:19][C:18]=3[Cl:24])[CH2:14][CH2:15][CH2:16][N:9]21, predict the reaction product. (3) Given the reactants [S:1]1[C:5]2[CH:6]=[CH:7][CH:8]=[CH:9][C:4]=2[N:3]=[C:2]1[NH:10][C:11]([C:13]1[CH:14]=[CH:15][CH:16]=[C:17]2[C:22]=1[CH:21]([CH3:23])[NH:20][CH2:19][CH2:18]2)=[O:12].[Br:24][C:25]1[C:26]([C:32]([O:34][CH3:35])=[O:33])=[N:27][C:28](F)=[CH:29][CH:30]=1.C(N(CC)CC)C, predict the reaction product. The product is: [S:1]1[C:5]2[CH:6]=[CH:7][CH:8]=[CH:9][C:4]=2[N:3]=[C:2]1[NH:10][C:11]([C:13]1[CH:14]=[CH:15][CH:16]=[C:17]2[C:22]=1[CH:21]([CH3:23])[N:20]([C:28]1[N:27]=[C:26]([C:32]([O:34][CH3:35])=[O:33])[C:25]([Br:24])=[CH:30][CH:29]=1)[CH2:19][CH2:18]2)=[O:12].